Dataset: Reaction yield outcomes from USPTO patents with 853,638 reactions. Task: Predict the reaction yield, written as a fraction of the theoretical maximum amount of product (1.0 means a 100% yield; for example, 0.34 means a 34% yield). The reactants are [N:1]1[C:10]2[CH:9]=[CH:8][CH:7]=[C:6]([C:11]([OH:13])=O)[C:5]=2[CH:4]=[CH:3][CH:2]=1.N1C2C=CC=C(C(Cl)=O)C=2C=CC=1.[CH3:27][O:28][CH2:29][CH2:30][N:31]1[C:35]([CH3:36])=[C:34]([CH3:37])[S:33][C:32]1=[NH:38].CCN(CC)CC. The catalyst is C1COCC1. The product is [CH3:27][O:28][CH2:29][CH2:30][N:31]1[C:35]([CH3:36])=[C:34]([CH3:37])[S:33]/[C:32]/1=[N:38]\[C:11]([C:6]1[C:5]2[CH:4]=[CH:3][CH:2]=[N:1][C:10]=2[CH:9]=[CH:8][CH:7]=1)=[O:13]. The yield is 0.490.